From a dataset of Full USPTO retrosynthesis dataset with 1.9M reactions from patents (1976-2016). Predict the reactants needed to synthesize the given product. Given the product [N+:1]([C:4]1[C:5]2[S:12][C:11]([NH2:13])=[N:10][C:6]=2[CH:7]=[CH:8][CH:9]=1)([O-:3])=[O:2], predict the reactants needed to synthesize it. The reactants are: [N+:1]([C:4]1[CH:5]=[C:6]([NH:10][C:11]([NH2:13])=[S:12])[CH:7]=[CH:8][CH:9]=1)([O-:3])=[O:2].BrBr.